This data is from Forward reaction prediction with 1.9M reactions from USPTO patents (1976-2016). The task is: Predict the product of the given reaction. (1) Given the reactants [CH2:1]([O:8][C:9](=[O:27])[N:10]([CH:21]1[CH2:26][CH2:25][CH2:24][CH2:23][CH2:22]1)[CH2:11][C:12]1[CH:17]=[CH:16][C:15]([N+:18]([O-])=O)=[CH:14][CH:13]=1)[C:2]1[CH:7]=[CH:6][CH:5]=[CH:4][CH:3]=1.C1COCC1.O.NN, predict the reaction product. The product is: [CH2:1]([O:8][C:9](=[O:27])[N:10]([CH2:11][C:12]1[CH:17]=[CH:16][C:15]([NH2:18])=[CH:14][CH:13]=1)[CH:21]1[CH2:22][CH2:23][CH2:24][CH2:25][CH2:26]1)[C:2]1[CH:7]=[CH:6][CH:5]=[CH:4][CH:3]=1. (2) Given the reactants [N:1]1([C:10]2[S:14][C:13]([C:15]([O:17][CH3:18])=[O:16])=[C:12]([OH:19])[CH:11]=2)[C:5]2[CH:6]=[CH:7][CH:8]=[CH:9][C:4]=2[N:3]=[CH:2]1.C(=O)([O-])[O-].[K+].[K+].I[CH:27]([CH3:29])[CH3:28], predict the reaction product. The product is: [N:1]1([C:10]2[S:14][C:13]([C:15]([O:17][CH3:18])=[O:16])=[C:12]([O:19][CH:27]([CH3:29])[CH3:28])[CH:11]=2)[C:5]2[CH:6]=[CH:7][CH:8]=[CH:9][C:4]=2[N:3]=[CH:2]1. (3) Given the reactants [Br:1][C:2]1[CH:3]=[CH:4][C:5](I)=[N:6][CH:7]=1.C([Mg])(C)C.CN([CH:16]=[O:17])C, predict the reaction product. The product is: [Br:1][C:2]1[CH:3]=[CH:4][C:5]([CH:16]=[O:17])=[N:6][CH:7]=1. (4) Given the reactants [OH:1][C:2]1[CH:9]=[C:8](O)[CH:7]=[CH:6][C:3]=1[CH:4]=[O:5].[C:11]([O-:14])([O-])=O.[K+].[K+].[CH2:17](Br)[C:18]1[CH:23]=[CH:22][CH:21]=[CH:20][CH:19]=1, predict the reaction product. The product is: [CH2:17]([O:1][C:2]1[CH:9]=[C:8]([O:14][CH2:11][C:2]2[CH:9]=[CH:8][CH:7]=[CH:6][CH:3]=2)[CH:7]=[CH:6][C:3]=1[CH:4]=[O:5])[C:18]1[CH:23]=[CH:22][CH:21]=[CH:20][CH:19]=1. (5) Given the reactants [NH2:1][C:2]1[CH:7]=[CH:6][N:5]=[CH:4][C:3]=1[NH:8][CH:9]1[CH2:14][CH2:13][N:12](CC2C=CC=CC=2)[CH2:11][CH2:10]1.[C:22](N1C=CN=C1)(N1C=CN=C1)=[O:23], predict the reaction product. The product is: [O:23]=[C:22]1[N:8]([CH:9]2[CH2:10][CH2:11][NH:12][CH2:13][CH2:14]2)[C:3]2[CH:4]=[N:5][CH:6]=[CH:7][C:2]=2[NH:1]1. (6) Given the reactants [OH:1][C:2]1[C:3]([CH3:12])=[N:4][CH:5]=[C:6]([CH2:10][OH:11])[C:7]=1[CH:8]=O.Cl.[C:14]([NH:18][OH:19])([CH3:17])([CH3:16])[CH3:15], predict the reaction product. The product is: [C:14]([N+:18]([O-:19])=[CH:8][C:7]1[C:6]([CH2:10][OH:11])=[CH:5][N:4]=[C:3]([CH3:12])[C:2]=1[OH:1])([CH3:17])([CH3:16])[CH3:15]. (7) Given the reactants C[O:2][C:3](=[O:24])[C:4]1[C:9]([N+:10]([O-:12])=[O:11])=[CH:8][CH:7]=[CH:6][C:5]=1[NH:13][CH2:14][CH2:15][NH:16][C:17]([O:19][C:20]([CH3:23])([CH3:22])[CH3:21])=[O:18].[OH-].[Li+], predict the reaction product. The product is: [C:20]([O:19][C:17]([NH:16][CH2:15][CH2:14][NH:13][C:5]1[CH:6]=[CH:7][CH:8]=[C:9]([N+:10]([O-:12])=[O:11])[C:4]=1[C:3]([OH:24])=[O:2])=[O:18])([CH3:23])([CH3:21])[CH3:22]. (8) Given the reactants CO[CH:3](OC)[N:4]([CH3:6])[CH3:5].[CH3:9][C:10]1[CH:16]=[C:15]([C:17]#[C:18][Si:19]([CH3:22])([CH3:21])[CH3:20])[C:14]([CH3:23])=[CH:13][C:11]=1[NH2:12], predict the reaction product. The product is: [CH3:5][N:4]([CH3:6])[CH:3]=[N:12][C:11]1[CH:13]=[C:14]([CH3:23])[C:15]([C:17]#[C:18][Si:19]([CH3:21])([CH3:20])[CH3:22])=[CH:16][C:10]=1[CH3:9]. (9) The product is: [CH3:30][O:29][N:27]([CH3:28])[C:25]([C:10]1[C:11]2[C:16](=[O:17])[N:15]([CH3:18])[C:14](=[O:19])[N:13]([CH2:20][CH:21]([CH3:23])[CH3:22])[C:12]=2[S:24][C:9]=1[CH2:8][N:34]1[C:35]2[CH:40]=[CH:39][CH:38]=[CH:37][C:36]=2[O:32][C:33]1=[O:41])=[O:26]. Given the reactants ClC1N=C(C)N([CH2:8][C:9]2[S:24][C:12]3[N:13]([CH2:20][CH:21]([CH3:23])[CH3:22])[C:14](=[O:19])[N:15]([CH3:18])[C:16](=[O:17])[C:11]=3[C:10]=2[C:25]([N:27]([O:29][CH3:30])[CH3:28])=[O:26])C=1Cl.[O:32]1[C:36]2[CH:37]=[CH:38][CH:39]=[CH:40][C:35]=2[NH:34][C:33]1=[O:41], predict the reaction product. (10) Given the reactants N(C(C)C)C(C)C.[Li]CCCC.[F:13][C:14]([F:30])([F:29])[C:15]1[CH:20]=[C:19]([C:21]([F:24])([F:23])[F:22])[CH:18]=[C:17]([C:25]([F:28])([F:27])[F:26])[CH:16]=1.[I:31]I, predict the reaction product. The product is: [I:31][C:20]1[C:15]([C:14]([F:29])([F:30])[F:13])=[CH:16][C:17]([C:25]([F:28])([F:26])[F:27])=[CH:18][C:19]=1[C:21]([F:22])([F:23])[F:24].